Dataset: Forward reaction prediction with 1.9M reactions from USPTO patents (1976-2016). Task: Predict the product of the given reaction. (1) The product is: [ClH:31].[ClH:33].[CH3:1][O:2][C:3](=[O:32])[C:4]1[CH:9]=[CH:8][C:7]([O:10][C:11]2[CH:12]=[CH:13][C:14]([CH2:17][C@H:18]([NH:21][CH2:22][C@@H:23]([C:25]3[CH:30]=[CH:29][CH:28]=[C:27]([Cl:31])[CH:26]=3)[OH:24])[CH2:19][OH:20])=[CH:15][CH:16]=2)=[N:6][CH:5]=1. Given the reactants [CH3:1][O:2][C:3](=[O:32])[C:4]1[CH:9]=[CH:8][C:7]([O:10][C:11]2[CH:16]=[CH:15][C:14]([CH2:17][C@H:18]([NH:21][CH2:22][C@@H:23]([C:25]3[CH:30]=[CH:29][CH:28]=[C:27]([Cl:31])[CH:26]=3)[OH:24])[CH2:19][OH:20])=[CH:13][CH:12]=2)=[N:6][CH:5]=1.[ClH:33], predict the reaction product. (2) Given the reactants C1(P(C2C=CC=CC=2)C2C=CC=CC=2)C=CC=CC=1.CC(OC(/N=N/C(OC(C)C)=O)=O)C.[F:34][C:35]1[CH:44]=[C:43]2[C:38]([CH:39]=[C:40]([CH:51](O)[CH2:52][CH2:53][CH:54]=[CH2:55])[C:41]([C:45]3[CH:50]=[CH:49][CH:48]=[CH:47][CH:46]=3)=[N:42]2)=[CH:37][CH:36]=1.C1C=CC(P([N:71]=[N+:72]=[N-:73])(C2C=CC=CC=2)=O)=CC=1, predict the reaction product. The product is: [N:71]([CH:51]([C:40]1[C:41]([C:45]2[CH:50]=[CH:49][CH:48]=[CH:47][CH:46]=2)=[N:42][C:43]2[C:38]([CH:39]=1)=[CH:37][CH:36]=[C:35]([F:34])[CH:44]=2)[CH2:52][CH2:53][CH:54]=[CH2:55])=[N+:72]=[N-:73]. (3) Given the reactants [Cl:1][C:2]1[CH:3]=[C:4]2[C:9](=[C:10]([CH3:19])[C:11]=1[O:12][CH2:13][CH:14]([CH2:17][CH3:18])[CH2:15][CH3:16])[O:8][CH:7]([C:20]([F:23])([F:22])[F:21])[C:6]([C:24]([O:26]C)=[O:25])=[CH:5]2.[OH-].[Na+].Cl, predict the reaction product. The product is: [Cl:1][C:2]1[CH:3]=[C:4]2[C:9](=[C:10]([CH3:19])[C:11]=1[O:12][CH2:13][CH:14]([CH2:15][CH3:16])[CH2:17][CH3:18])[O:8][CH:7]([C:20]([F:23])([F:21])[F:22])[C:6]([C:24]([OH:26])=[O:25])=[CH:5]2. (4) Given the reactants [C:1]([O:5][C:6]([N:8]1[CH2:13][CH2:12][C:11]2[N:14]=[C:15]3[S:19][C:18]([CH3:20])=[N:17][N:16]3[C:10]=2[CH:9]1[C:21]1[S:22][C:23]([C:26]([OH:28])=O)=[CH:24][N:25]=1)=[O:7])([CH3:4])([CH3:3])[CH3:2].[CH3:29][NH:30][CH3:31], predict the reaction product. The product is: [CH3:29][N:30]([CH3:31])[C:26]([C:23]1[S:22][C:21]([CH:9]2[C:10]3[N:16]4[N:17]=[C:18]([CH3:20])[S:19][C:15]4=[N:14][C:11]=3[CH2:12][CH2:13][N:8]2[C:6]([O:5][C:1]([CH3:2])([CH3:4])[CH3:3])=[O:7])=[N:25][CH:24]=1)=[O:28]. (5) Given the reactants [Cl:1][C:2]1[CH:3]=[C:4]([NH:9][C:10]([NH2:12])=[O:11])[CH:5]=[C:6]([Cl:8])[CH:7]=1.[CH:13]([C:15]1[CH:22]=[CH:21][C:18]([C:19]#[N:20])=[CH:17][CH:16]=1)=O.O=[C:24]([CH3:31])[CH2:25][C:26]([O:28][CH2:29][CH3:30])=[O:27].CS(C)=O, predict the reaction product. The product is: [C:19]([C:18]1[CH:21]=[CH:22][C:15]([CH:13]2[C:25]([C:26]([O:28][CH2:29][CH3:30])=[O:27])=[C:24]([CH3:31])[N:9]([C:4]3[CH:3]=[C:2]([Cl:1])[CH:7]=[C:6]([Cl:8])[CH:5]=3)[C:10](=[O:11])[NH:12]2)=[CH:16][CH:17]=1)#[N:20]. (6) Given the reactants [C:1]([O:5][C:6](=[O:41])[CH2:7][C@H:8]([O:21]/[N:22]=[C:23](/[C:27]1[N:28]=[C:29]([NH:33][C:34]([O:36][C:37]([CH3:40])([CH3:39])[CH3:38])=[O:35])[S:30][C:31]=1[Cl:32])\[C:24](O)=[O:25])[C:9]([O:11][CH2:12][C:13]1[CH:18]=[CH:17][C:16]([O:19][CH3:20])=[CH:15][CH:14]=1)=[O:10])([CH3:4])([CH3:3])[CH3:2].Cl.[NH2:43][C@@H:44]1[C:51](=[O:52])[N:50]2[C@@H:45]1[S:46][CH2:47][C:48]([CH2:69][Cl:70])=[C:49]2[C:53]([O:55][CH:56]([C:63]1[CH:68]=[CH:67][CH:66]=[CH:65][CH:64]=1)[C:57]1[CH:62]=[CH:61][CH:60]=[CH:59][CH:58]=1)=[O:54].P(Cl)(Cl)(=O)OC1C=CC=CC=1.CN1CCOCC1, predict the reaction product. The product is: [CH:56]([O:55][C:53]([C:49]1[N:50]2[C@H:45]([S:46][CH2:47][C:48]=1[CH2:69][Cl:70])[C@H:44]([NH:43][C:24](=[O:25])/[C:23](=[N:22]\[O:21][C@@H:8]([CH2:7][C:6]([O:5][C:1]([CH3:4])([CH3:3])[CH3:2])=[O:41])[C:9]([O:11][CH2:12][C:13]1[CH:18]=[CH:17][C:16]([O:19][CH3:20])=[CH:15][CH:14]=1)=[O:10])/[C:27]1[N:28]=[C:29]([NH:33][C:34]([O:36][C:37]([CH3:40])([CH3:39])[CH3:38])=[O:35])[S:30][C:31]=1[Cl:32])[C:51]2=[O:52])=[O:54])([C:57]1[CH:62]=[CH:61][CH:60]=[CH:59][CH:58]=1)[C:63]1[CH:68]=[CH:67][CH:66]=[CH:65][CH:64]=1. (7) Given the reactants [CH2:1]([O:8][C:9]1[CH:10]=[C:11]([N+:19]([O-])=O)[C:12]([OH:18])=[C:13]([C:15](=[O:17])[CH3:16])[CH:14]=1)[C:2]1[CH:7]=[CH:6][CH:5]=[CH:4][CH:3]=1.ClCCl, predict the reaction product. The product is: [NH2:19][C:11]1[C:12]([OH:18])=[C:13]([C:15](=[O:17])[CH3:16])[CH:14]=[C:9]([O:8][CH2:1][C:2]2[CH:7]=[CH:6][CH:5]=[CH:4][CH:3]=2)[CH:10]=1. (8) Given the reactants [O:1]=[C:2]1[NH:6][C:5](=[O:7])[C:4](=[CH:8][C:9]2[O:13][C:12]([C:14]3[CH:15]=[C:16]([CH:20]=[CH:21][CH:22]=3)[C:17]([OH:19])=O)=[CH:11][CH:10]=2)[S:3]1.CN(C(ON1N=NC2C=CC=CC1=2)=[N+](C)C)C.F[P-](F)(F)(F)(F)F.CCN(C(C)C)C(C)C.[CH3:56][N:57]1[CH2:63][CH2:62][CH2:61][NH:60][CH2:59][CH2:58]1, predict the reaction product. The product is: [CH3:56][N:57]1[CH2:63][CH2:62][CH2:61][N:60]([C:17]([C:16]2[CH:15]=[C:14]([C:12]3[O:13][C:9]([CH:8]=[C:4]4[S:3][C:2](=[O:1])[NH:6][C:5]4=[O:7])=[CH:10][CH:11]=3)[CH:22]=[CH:21][CH:20]=2)=[O:19])[CH2:59][CH2:58]1. (9) Given the reactants [NH2:1][C@H:2]([C:4]([N:6]([CH2:8][C:9]([NH:11][C@H:12]([C:16]([NH:18][C@H:19]([C:28]([NH:30][C:31](OCC1C2C(=CC=CC=2)C2C1=CC=CC=2)=O)=[O:29])[CH2:20][C:21](=[O:27])[O:22][C:23]([CH3:26])([CH3:25])[CH3:24])=[O:17])[C@@H:13]([CH3:15])[OH:14])=[O:10])[CH3:7])=[O:5])[CH3:3], predict the reaction product. The product is: [CH3:31][N:30]1[CH2:21][CH2:20][CH2:19][CH2:28]1.[NH2:1][C@H:2]([C:4]([N:6]([CH2:8][C:9]([NH:11][C@H:12]([C:16]([NH:18][C@H:19]([C:28]([NH2:30])=[O:29])[CH2:20][C:21](=[O:27])[O:22][C:23]([CH3:24])([CH3:26])[CH3:25])=[O:17])[C@@H:13]([CH3:15])[OH:14])=[O:10])[CH3:7])=[O:5])[CH3:3].